From a dataset of Reaction yield outcomes from USPTO patents with 853,638 reactions. Predict the reaction yield, written as a fraction of the theoretical maximum amount of product (1.0 means a 100% yield; for example, 0.34 means a 34% yield). (1) The product is [Br:1][C:2]1[CH:3]=[CH:4][C:5]([O:20][CH3:21])=[C:6]([CH2:8][CH2:9][C:10]2[C:18]([F:19])=[CH:17][CH:16]=[CH:15][C:11]=2[C:12]([NH2:25])=[O:13])[CH:7]=1. The yield is 1.00. The catalyst is CN(C=O)C.O.C(OCC)(=O)C. The reactants are [Br:1][C:2]1[CH:3]=[CH:4][C:5]([O:20][CH3:21])=[C:6]([CH2:8][CH2:9][C:10]2[C:18]([F:19])=[CH:17][CH:16]=[CH:15][C:11]=2[C:12](O)=[O:13])[CH:7]=1.C([N:25](C(C)C)CC)(C)C. (2) The reactants are [CH2:1]([Mg]Cl)[CH2:2][CH3:3].C(OCC)C.[Br:11][C:12]1[C:19]([Cl:20])=[CH:18][CH:17]=[CH:16][C:13]=1[CH:14]=[O:15].[Cl-].[NH4+]. The catalyst is O1CCCC1.[Cl-].[Zn+2].[Cl-]. The product is [Br:11][C:12]1[C:19]([Cl:20])=[CH:18][CH:17]=[CH:16][C:13]=1[CH:14]([OH:15])[CH2:1][CH2:2][CH3:3]. The yield is 0.620.